Dataset: Full USPTO retrosynthesis dataset with 1.9M reactions from patents (1976-2016). Task: Predict the reactants needed to synthesize the given product. Given the product [C:22]([NH:26][C:19]([C:10]1[CH:9]=[C:8]([C:5]2[N:6]=[N:7][C:2]([CH3:1])=[CH:3][CH:4]=2)[N:12]([C:13]2[CH:14]=[N:15][CH:16]=[CH:17][CH:18]=2)[N:11]=1)=[O:21])([CH3:25])([CH3:24])[CH3:23], predict the reactants needed to synthesize it. The reactants are: [CH3:1][C:2]1[N:7]=[N:6][C:5]([C:8]2[N:12]([C:13]3[CH:14]=[N:15][CH:16]=[CH:17][CH:18]=3)[N:11]=[C:10]([C:19]([OH:21])=O)[CH:9]=2)=[CH:4][CH:3]=1.[C:22]([NH2:26])([CH3:25])([CH3:24])[CH3:23].